This data is from Reaction yield outcomes from USPTO patents with 853,638 reactions. The task is: Predict the reaction yield, written as a fraction of the theoretical maximum amount of product (1.0 means a 100% yield; for example, 0.34 means a 34% yield). (1) The reactants are [F-].C([N+](CCCC)(CCCC)CCCC)CCC.[O:19]1[CH:23]=[CH:22][C:21]([C:24]2[CH:31]=[CH:30][C:27]([CH:28]=[O:29])=[CH:26][CH:25]=2)=[CH:20]1.[F:32][C:33]([Si](C)(C)C)([F:35])[F:34].Cl. The catalyst is C1COCC1. The product is [F:32][C:33]([F:35])([F:34])[CH:28]([C:27]1[CH:30]=[CH:31][C:24]([C:21]2[CH:22]=[CH:23][O:19][CH:20]=2)=[CH:25][CH:26]=1)[OH:29]. The yield is 0.830. (2) The reactants are [Cl:1][C:2]1[CH:11]=[CH:10][CH:9]=[C:8]2[C:3]=1[C:4](=[O:21])[N:5]([C:14]1[CH:19]=[CH:18][CH:17]=[CH:16][C:15]=1[F:20])[C:6]([CH2:12]Cl)=[N:7]2.O.[SH:23][C:24]1[N:32]=[CH:31][N:30]=[C:29]2[C:25]=1[NH:26][CH:27]=[N:28]2.C([O-])([O-])=O.[K+].[K+]. The catalyst is CN(C=O)C. The product is [Cl:1][C:2]1[CH:11]=[CH:10][CH:9]=[C:8]2[C:3]=1[C:4](=[O:21])[N:5]([C:14]1[CH:19]=[CH:18][CH:17]=[CH:16][C:15]=1[F:20])[C:6]([CH2:12][S:23][C:24]1[N:32]=[CH:31][N:30]=[C:29]3[C:25]=1[N:26]=[CH:27][NH:28]3)=[N:7]2. The yield is 0.840. (3) The reactants are [Br:1][C:2]1[CH:3]=[C:4]([C:16]([O:18]CC)=[O:17])[C:5]2[C:10]([CH2:11][CH3:12])=[N:9][N:8]([CH:13]([CH3:15])[CH3:14])[C:6]=2[N:7]=1.[OH-].[Na+]. The catalyst is CCO. The yield is 0.817. The product is [Br:1][C:2]1[CH:3]=[C:4]([C:16]([OH:18])=[O:17])[C:5]2[C:10]([CH2:11][CH3:12])=[N:9][N:8]([CH:13]([CH3:15])[CH3:14])[C:6]=2[N:7]=1. (4) The reactants are C([CH:3]1[CH2:8][N:7]([C:9]2[CH:14]=[CH:13][C:12](I)=[CH:11][CH:10]=2)[C:6](=[O:16])[C:5]2[N:17]([C:23]3[CH:28]=[CH:27][C:26]([O:29][CH3:30])=[CH:25][CH:24]=3)[N:18]=[C:19]([C:20]([NH2:22])=[O:21])[C:4]1=2)C.C(OC([N:41]1[CH2:46][CH2:45][NH:44][C:43](=[O:47])[CH2:42]1)=O)C1C=CC=CC=1.C([O-])([O-])=O.[K+].[K+].CS(C)=O. The catalyst is CCOC(C)=O.O.[Cu]I. The product is [CH3:30][O:29][C:26]1[CH:25]=[CH:24][C:23]([N:17]2[C:5]3[C:6](=[O:16])[N:7]([C:9]4[CH:10]=[CH:11][C:12]([N:44]5[CH2:45][CH2:46][NH:41][CH2:42][C:43]5=[O:47])=[CH:13][CH:14]=4)[CH2:8][CH2:3][C:4]=3[C:19]([C:20]([NH2:22])=[O:21])=[N:18]2)=[CH:28][CH:27]=1. The yield is 0.330.